Task: Predict the product of the given reaction.. Dataset: Forward reaction prediction with 1.9M reactions from USPTO patents (1976-2016) (1) The product is: [F:22][C:19]([F:20])([F:21])[C:17]1[CH:18]=[C:13]([C:10]([CH3:12])([CH3:11])[C:9]([N:8]([C:5]2[CH:6]=[N:7][C:2]([NH:1][S:37]([CH3:36])(=[O:39])=[O:38])=[CH:3][C:4]=2[C:29]2[CH:34]=[CH:33][CH:32]=[CH:31][C:30]=2[CH3:35])[CH3:28])=[O:27])[CH:14]=[C:15]([C:23]([F:26])([F:24])[F:25])[CH:16]=1. Given the reactants [NH2:1][C:2]1[N:7]=[CH:6][C:5]([N:8]([CH3:28])[C:9](=[O:27])[C:10]([C:13]2[CH:18]=[C:17]([C:19]([F:22])([F:21])[F:20])[CH:16]=[C:15]([C:23]([F:26])([F:25])[F:24])[CH:14]=2)([CH3:12])[CH3:11])=[C:4]([C:29]2[CH:34]=[CH:33][CH:32]=[CH:31][C:30]=2[CH3:35])[CH:3]=1.[CH3:36][S:37](Cl)(=[O:39])=[O:38], predict the reaction product. (2) The product is: [CH2:1]([O:4][C:5]1([CH3:36])[CH2:10][CH2:9][N:8]([C:11]2[N:16]3[N:17]=[C:18]([CH2:20][NH:21][C:76](=[O:77])[CH2:75][C:70]4[CH:71]=[CH:72][CH:73]=[CH:74][C:69]=4[O:68][CH2:65][CH:66]=[CH2:67])[CH:19]=[C:15]3[N:14]=[C:13]([CH3:24])[C:12]=2[C@H:25]([O:31][C:32]([CH3:35])([CH3:34])[CH3:33])[C:26]([O:28][CH2:29][CH3:30])=[O:27])[CH2:7][CH2:6]1)[CH:2]=[CH2:3]. Given the reactants [CH2:1]([O:4][C:5]1([CH3:36])[CH2:10][CH2:9][N:8]([C:11]2[N:16]3[N:17]=[C:18]([CH2:20][N:21]=[N+]=[N-])[CH:19]=[C:15]3[N:14]=[C:13]([CH3:24])[C:12]=2[C@H:25]([O:31][C:32]([CH3:35])([CH3:34])[CH3:33])[C:26]([O:28][CH2:29][CH3:30])=[O:27])[CH2:7][CH2:6]1)[CH:2]=[CH2:3].C1C=CC(P(C2C=CC=CC=2)C2C=CC=CC=2)=CC=1.CCN(C(C)C)C(C)C.[CH2:65]([O:68][C:69]1[CH:74]=[CH:73][CH:72]=[CH:71][C:70]=1[CH2:75][C:76](O)=[O:77])[CH:66]=[CH2:67].C(Cl)(=O)C(Cl)=O, predict the reaction product.